From a dataset of NCI-60 drug combinations with 297,098 pairs across 59 cell lines. Regression. Given two drug SMILES strings and cell line genomic features, predict the synergy score measuring deviation from expected non-interaction effect. (1) Drug 1: C1=C(C(=O)NC(=O)N1)F. Drug 2: CC(C)(C#N)C1=CC(=CC(=C1)CN2C=NC=N2)C(C)(C)C#N. Cell line: SF-295. Synergy scores: CSS=36.6, Synergy_ZIP=-6.95, Synergy_Bliss=-6.03, Synergy_Loewe=-4.22, Synergy_HSA=-3.94. (2) Drug 1: CN(C)N=NC1=C(NC=N1)C(=O)N. Drug 2: C1=NC2=C(N=C(N=C2N1C3C(C(C(O3)CO)O)O)F)N. Cell line: HOP-92. Synergy scores: CSS=5.03, Synergy_ZIP=-1.53, Synergy_Bliss=2.72, Synergy_Loewe=-2.92, Synergy_HSA=1.88.